From a dataset of Reaction yield outcomes from USPTO patents with 853,638 reactions. Predict the reaction yield, written as a fraction of the theoretical maximum amount of product (1.0 means a 100% yield; for example, 0.34 means a 34% yield). (1) The reactants are [Cl-].O[NH3+:3].[C:4](=[O:7])([O-])[OH:5].[Na+].CS(C)=O.[CH2:13]([C:17]1[N:18]=[C:19]([CH3:45])[N:20]([CH2:39][C:40]2[S:41][CH:42]=[CH:43][N:44]=2)[C:21](=[O:38])[C:22]=1[CH2:23][C:24]1[CH:29]=[CH:28][C:27]([C:30]2[C:31]([C:36]#[N:37])=[CH:32][CH:33]=[CH:34][CH:35]=2)=[CH:26][CH:25]=1)[CH2:14][CH2:15][CH3:16]. The catalyst is C(OCC)(=O)C. The product is [CH2:13]([C:17]1[N:18]=[C:19]([CH3:45])[N:20]([CH2:39][C:40]2[S:41][CH:42]=[CH:43][N:44]=2)[C:21](=[O:38])[C:22]=1[CH2:23][C:24]1[CH:25]=[CH:26][C:27]([C:30]2[CH:35]=[CH:34][CH:33]=[CH:32][C:31]=2[C:36]2[NH:3][C:4](=[O:7])[O:5][N:37]=2)=[CH:28][CH:29]=1)[CH2:14][CH2:15][CH3:16]. The yield is 0.440. (2) The reactants are [C:1]1([O:7][P:8]([CH2:17][C:18]([CH3:41])=[CH:19][CH2:20][C:21]2[C:22]([O:34][CH2:35][CH2:36][Si:37]([CH3:40])([CH3:39])[CH3:38])=[C:23]3[C:27](=[C:28]([CH3:32])[C:29]=2[O:30][CH3:31])[CH2:26][O:25][C:24]3=[O:33])(=[O:16])[O:9]C2C=CC=CC=2)[CH:6]=[CH:5][CH:4]=[CH:3][CH:2]=1.[OH-].[Na+].CCOC(C)=O. The catalyst is C1COCC1. The product is [C:1]1([O:7][P:8]([CH2:17][C:18]([CH3:41])=[CH:19][CH2:20][C:21]2[C:22]([O:34][CH2:35][CH2:36][Si:37]([CH3:40])([CH3:38])[CH3:39])=[C:23]3[C:27](=[C:28]([CH3:32])[C:29]=2[O:30][CH3:31])[CH2:26][O:25][C:24]3=[O:33])(=[O:9])[OH:16])[CH:2]=[CH:3][CH:4]=[CH:5][CH:6]=1. The yield is 0.380.